Dataset: Reaction yield outcomes from USPTO patents with 853,638 reactions. Task: Predict the reaction yield, written as a fraction of the theoretical maximum amount of product (1.0 means a 100% yield; for example, 0.34 means a 34% yield). (1) The yield is 0.980. The product is [F:31][CH2:32][CH2:33][CH2:34][O:1][C:2]1[CH:3]=[C:4]([CH:9]=[CH:10][CH:11]=1)[C:5]([OH:7])=[O:6]. The reactants are [OH:1][C:2]1[CH:3]=[C:4]([CH:9]=[CH:10][CH:11]=1)[C:5]([O:7]C)=[O:6].C1(P(C2C=CC=CC=2)C2C=CC=CC=2)C=CC=CC=1.[F:31][CH2:32][CH2:33][CH2:34]O.N(C(OC(C)C)=O)=NC(OC(C)C)=O.[OH-].[Na+]. The catalyst is C1COCC1.O. (2) The reactants are [CH2:1]([C:12]1[N:16]=[C:15]([C:17]2[CH:24]=[CH:23][C:20]([CH:21]=O)=[CH:19][CH:18]=2)[O:14][N:13]=1)[CH2:2][CH2:3][CH2:4][CH2:5][CH2:6][CH2:7][CH2:8][CH2:9][CH2:10][CH3:11].[Cl:25][C:26]1[CH:27]=[C:28]([CH2:32][CH2:33][NH2:34])[CH:29]=[CH:30][CH:31]=1. No catalyst specified. The product is [Cl:25][C:26]1[CH:27]=[C:28]([CH2:32][CH2:33][NH:34][CH2:21][C:20]2[CH:23]=[CH:24][C:17]([C:15]3[O:14][N:13]=[C:12]([CH2:1][CH2:2][CH2:3][CH2:4][CH2:5][CH2:6][CH2:7][CH2:8][CH2:9][CH2:10][CH3:11])[N:16]=3)=[CH:18][CH:19]=2)[CH:29]=[CH:30][CH:31]=1. The yield is 0.620. (3) The reactants are [OH-].[Li+].[CH3:3][O:4][C:5]1[CH:6]=[C:7]([C:11]2[O:12][C:13]3[CH:19]=[CH:18][C:17]([C:20]([O:22]C)=[O:21])=[CH:16][C:14]=3[CH:15]=2)[CH:8]=[CH:9][CH:10]=1.Cl. The catalyst is O.O1CCCC1. The product is [CH3:3][O:4][C:5]1[CH:6]=[C:7]([C:11]2[O:12][C:13]3[CH:19]=[CH:18][C:17]([C:20]([OH:22])=[O:21])=[CH:16][C:14]=3[CH:15]=2)[CH:8]=[CH:9][CH:10]=1. The yield is 0.950. (4) The reactants are O[CH2:2][CH2:3][N:4]1[CH2:27][CH2:26][C:7]2[N:8]([CH2:15][C:16]3[CH:25]=[CH:24][C:19]([C:20]([O:22][CH3:23])=[O:21])=[CH:18][CH:17]=3)[C:9]3[CH:10]=[CH:11][CH:12]=[CH:13][C:14]=3[C:6]=2[C:5]1=[O:28].C(Br)(Br)(Br)Br.C1(P(C2C=CC=CC=2)C2C=CC=CC=2)C=CC=CC=1.[CH3:53][N:54]1[CH2:59][CH2:58][NH:57][CH2:56][CH2:55]1. The catalyst is C(#N)C. The product is [CH3:53][N:54]1[CH2:59][CH2:58][N:57]([CH2:2][CH2:3][N:4]2[CH2:27][CH2:26][C:7]3[N:8]([CH2:15][C:16]4[CH:25]=[CH:24][C:19]([C:20]([O:22][CH3:23])=[O:21])=[CH:18][CH:17]=4)[C:9]4[CH:10]=[CH:11][CH:12]=[CH:13][C:14]=4[C:6]=3[C:5]2=[O:28])[CH2:56][CH2:55]1. The yield is 0.470. (5) The reactants are Cl[C:2]1[N:3]=[C:4]([N:14]2[CH2:19][CH2:18][O:17][CH2:16][C@@H:15]2[CH3:20])[C:5]2[CH2:10][N:9]([C:11](=[O:13])[CH3:12])[CH2:8][C:6]=2[N:7]=1.[CH2:21]([NH:23][C:24]([NH:26][C:27]1[CH:32]=[CH:31][C:30](B2OC(C)(C)C(C)(C)O2)=[C:29]([F:42])[CH:28]=1)=[O:25])[CH3:22].ClCCl.C(=O)([O-])[O-].[Na+].[Na+]. The catalyst is C1C=CC(P(C2C=CC=CC=2)[C-]2C=CC=C2)=CC=1.C1C=CC(P(C2C=CC=CC=2)[C-]2C=CC=C2)=CC=1.Cl[Pd]Cl.[Fe+2].CCO.O.COCCOC. The product is [C:11]([N:9]1[CH2:10][C:5]2[C:4]([N:14]3[CH2:19][CH2:18][O:17][CH2:16][C@@H:15]3[CH3:20])=[N:3][C:2]([C:30]3[CH:31]=[CH:32][C:27]([NH:26][C:24]([NH:23][CH2:21][CH3:22])=[O:25])=[CH:28][C:29]=3[F:42])=[N:7][C:6]=2[CH2:8]1)(=[O:13])[CH3:12]. The yield is 0.0400. (6) The reactants are ClC1C(C2N3C=CC=CC3=NC=2)=NC(NC2C=CC([CH2:15][C:16]([N:18]3[CH2:23][CH2:22][NH:21][CH2:20][CH2:19]3)=[O:17])=CC=2OC)=NC=1.[Cl:35][C:36]1[C:37]([C:61]2[N:65]3[CH:66]=[CH:67][CH:68]=[CH:69][C:64]3=[N:63][CH:62]=2)=[N:38][C:39]([NH:42][C:43]2[CH:58]=[CH:57][C:46](OC3CCN(C(=O)C)CC3)=[CH:45][C:44]=2[O:59][CH3:60])=[N:40][CH:41]=1.O.C1(C)C=CC(S(O)(=O)=O)=CC=1.C[CH:83]([OH:87])CCC. The catalyst is ClCCl. The product is [Cl:35][C:36]1[C:37]([C:61]2[N:65]3[CH:66]=[CH:67][C:68]([CH2:83][OH:87])=[CH:69][C:64]3=[N:63][CH:62]=2)=[N:38][C:39]([NH:42][C:43]2[CH:58]=[CH:57][C:46]([N:21]3[CH2:20][CH2:19][N:18]([C:16](=[O:17])[CH3:15])[CH2:23][CH2:22]3)=[CH:45][C:44]=2[O:59][CH3:60])=[N:40][CH:41]=1. The yield is 0.360.